Dataset: Peptide-MHC class I binding affinity with 185,985 pairs from IEDB/IMGT. Task: Regression. Given a peptide amino acid sequence and an MHC pseudo amino acid sequence, predict their binding affinity value. This is MHC class I binding data. (1) The binding affinity (normalized) is 0.697. The MHC is Mamu-B08 with pseudo-sequence Mamu-B08. The peptide sequence is RRRWQQLLALA. (2) The peptide sequence is KVSVGSYFC. The MHC is HLA-B15:01 with pseudo-sequence HLA-B15:01. The binding affinity (normalized) is 0.0847. (3) The peptide sequence is YLKAYQATV. The MHC is HLA-A02:02 with pseudo-sequence HLA-A02:02. The binding affinity (normalized) is 0.646. (4) The peptide sequence is RPRVAQLTF. The MHC is HLA-B15:42 with pseudo-sequence HLA-B15:42. The binding affinity (normalized) is 0.213. (5) The peptide sequence is IGKMNKHYK. The MHC is HLA-A03:01 with pseudo-sequence HLA-A03:01. The binding affinity (normalized) is 0.0847. (6) The peptide sequence is TTEANAGQF. The MHC is HLA-A01:01 with pseudo-sequence HLA-A01:01. The binding affinity (normalized) is 0.00630.